From a dataset of Reaction yield outcomes from USPTO patents with 853,638 reactions. Predict the reaction yield, written as a fraction of the theoretical maximum amount of product (1.0 means a 100% yield; for example, 0.34 means a 34% yield). (1) The reactants are Cl[C:2]1[C:11]2[C:6](=[CH:7][C:8]([O:14][CH2:15][CH2:16][CH2:17][N:18]3[CH2:23][CH2:22][CH2:21][CH2:20][CH2:19]3)=[C:9]([O:12][CH3:13])[CH:10]=2)[N:5]=[CH:4][N:3]=1.[OH:24][C:25]1[CH:26]=[C:27]2[C:31](=[CH:32][CH:33]=1)[NH:30][C:29]([CH3:34])=[CH:28]2.C(=O)([O-])[O-].[K+].[K+]. The catalyst is CN(C=O)C. The product is [CH3:13][O:12][C:9]1[CH:10]=[C:11]2[C:6](=[CH:7][C:8]=1[O:14][CH2:15][CH2:16][CH2:17][N:18]1[CH2:23][CH2:22][CH2:21][CH2:20][CH2:19]1)[N:5]=[CH:4][N:3]=[C:2]2[O:24][C:25]1[CH:26]=[C:27]2[C:31](=[CH:32][CH:33]=1)[NH:30][C:29]([CH3:34])=[CH:28]2. The yield is 0.540. (2) The product is [I:12][C:13]1[CH:14]=[CH:15][C:16]([C:19]2([CH2:31][NH2:32])[CH2:24][CH2:23][N:22]([CH2:25][CH2:26][C:27]([F:28])([F:29])[F:30])[CH2:21][CH2:20]2)=[CH:17][CH:18]=1. The catalyst is C1COCC1. The yield is 0.180. The reactants are [H-].[H-].[H-].[H-].[Li+].[Al+3].OS(O)(=O)=O.[I:12][C:13]1[CH:18]=[CH:17][C:16]([C:19]2([C:31]#[N:32])[CH2:24][CH2:23][N:22]([CH2:25][CH2:26][C:27]([F:30])([F:29])[F:28])[CH2:21][CH2:20]2)=[CH:15][CH:14]=1. (3) The reactants are C[O:2][C:3]1[CH:8]=[CH:7][C:6]([CH2:9][CH2:10][C:11]2[CH:16]=[CH:15][CH:14]=[C:13]([O:17][CH3:18])[CH:12]=2)=[CH:5][N:4]=1.[Cl:19][C:20]1[CH:27]=[CH:26][C:23]([CH2:24]Br)=[CH:22][C:21]=1[F:28]. No catalyst specified. The product is [CH3:18][O:17][C:13]1[CH:12]=[C:11]([CH:16]=[CH:15][CH:14]=1)[CH2:10][CH2:9][C:6]1[CH:7]=[CH:8][C:3](=[O:2])[N:4]([CH2:24][C:23]2[CH:26]=[CH:27][C:20]([Cl:19])=[C:21]([F:28])[CH:22]=2)[CH:5]=1. The yield is 0.600. (4) The reactants are CC1(C)C(C)(C)OB([C:9]2[CH:17]=[CH:16][CH:15]=[C:14]3[C:10]=2[CH:11]=[CH:12][NH:13]3)O1.[Br:19][C:20]1[CH:25]=[CH:24][C:23](Br)=[CH:22][CH:21]=1.[OH-].[Na+]. The catalyst is C1COCC1.[Pd].C(OCC)(=O)C. The product is [Br:19][C:20]1[CH:21]=[C:22]([C:9]2[CH:17]=[CH:16][CH:15]=[C:14]3[C:10]=2[CH:11]=[CH:12][NH:13]3)[CH:23]=[CH:24][CH:25]=1. The yield is 0.740. (5) No catalyst specified. The yield is 0.740. The reactants are C(OC(=O)[NH:7][C:8]1([CH2:16][CH2:17][C:18]2[CH:23]=[CH:22][CH:21]=[C:20]([CH2:24][CH2:25][C:26]3[CH:31]=[C:30]([O:32][CH3:33])[C:29]([O:34][CH3:35])=[C:28]([O:36][CH3:37])[CH:27]=3)[CH:19]=2)[CH2:13][O:12]C(C)(C)[O:10][CH2:9]1)(C)(C)C.C(OC(=O)NC1(CCC2C=CC(S(N3C4C(=CC=C(OC)C=4)C(C(=O)C4C=C(OC)C(OC)=C(OC)C=4)=C3)(=O)=O)=CC=2)COC(C)(C)OC1)(C)(C)C. The product is [NH2:7][C:8]([CH2:16][CH2:17][C:18]1[CH:23]=[CH:22][CH:21]=[C:20]([CH2:24][CH2:25][C:26]2[CH:27]=[C:28]([O:36][CH3:37])[C:29]([O:34][CH3:35])=[C:30]([O:32][CH3:33])[CH:31]=2)[CH:19]=1)([CH2:13][OH:12])[CH2:9][OH:10].